Predict the reactants needed to synthesize the given product. From a dataset of Full USPTO retrosynthesis dataset with 1.9M reactions from patents (1976-2016). (1) Given the product [F:1][C:2]1[CH:7]=[C:6]([F:8])[CH:5]=[CH:4][C:3]=1[C@@H:9]1[C:13]2[N:14]=[C:15]([NH:20][C:21]3[CH:26]=[CH:25][C:24]([N:27]4[CH:31]=[N:30][C:29]([CH3:32])=[N:28]4)=[C:23]([O:33][CH3:34])[CH:22]=3)[N:16]=[C:17]([NH:18][CH3:19])[C:12]=2[CH2:11][CH2:10]1, predict the reactants needed to synthesize it. The reactants are: [F:1][C:2]1[CH:7]=[C:6]([F:8])[CH:5]=[CH:4][C:3]=1[CH:9]1[C:13]2[N:14]=[C:15]([NH:20][C:21]3[CH:26]=[CH:25][C:24]([N:27]4[CH:31]=[N:30][C:29]([CH3:32])=[N:28]4)=[C:23]([O:33][CH3:34])[CH:22]=3)[N:16]=[C:17]([NH:18][CH3:19])[C:12]=2[CH2:11][CH2:10]1.O.C(O)(C(F)(F)F)=O. (2) The reactants are: [CH3:1][C:2]1[CH:7]=[CH:6][C:5]([S:8]([O:11][C:12]2[C:21]3[C:16](=[CH:17][CH:18]=[CH:19][CH:20]=3)[C:15](=[O:22])[NH:14][N:13]=2)(=[O:10])=[O:9])=[CH:4][CH:3]=1.C[Si]([N-][Si](C)(C)C)(C)C.[Na+].Br[CH2:34][C:35]([N:37]([C:40]1[CH:50]=[CH:49][C:43]2[O:44][C:45]([F:48])([F:47])[O:46][C:42]=2[CH:41]=1)[CH2:38][CH3:39])=[O:36]. Given the product [CH3:1][C:2]1[CH:7]=[CH:6][C:5]([S:8]([O:11][C:12]2[C:21]3[C:16](=[CH:17][CH:18]=[CH:19][CH:20]=3)[C:15](=[O:22])[N:14]([CH2:34][C:35]([N:37]([C:40]3[CH:50]=[CH:49][C:43]4[O:44][C:45]([F:47])([F:48])[O:46][C:42]=4[CH:41]=3)[CH2:38][CH3:39])=[O:36])[N:13]=2)(=[O:10])=[O:9])=[CH:4][CH:3]=1, predict the reactants needed to synthesize it. (3) Given the product [NH2:11][C:12]1[CH:40]=[CH:39][C:38]([O:41][C:42]([F:44])([F:45])[F:43])=[CH:37][C:13]=1[C:14]([NH:16][CH2:17][C:18]([NH:20][C@@H:21]1[CH2:25][CH2:24][N:23]([CH2:26][C:27]2[C:35]3[C:30](=[CH:31][C:32]([CH3:36])=[CH:33][CH:34]=3)[NH:29][CH:28]=2)[CH2:22]1)=[O:19])=[O:15], predict the reactants needed to synthesize it. The reactants are: Cl.CO.C(OC([NH:11][C:12]1[CH:40]=[CH:39][C:38]([O:41][C:42]([F:45])([F:44])[F:43])=[CH:37][C:13]=1[C:14]([NH:16][CH2:17][C:18]([NH:20][C@@H:21]1[CH2:25][CH2:24][N:23]([CH2:26][C:27]2[C:35]3[C:30](=[CH:31][C:32]([CH3:36])=[CH:33][CH:34]=3)[NH:29][CH:28]=2)[CH2:22]1)=[O:19])=[O:15])=O)(C)(C)C.Cl. (4) Given the product [O:22]1[C:31]2[CH:30]=[C:29]([CH2:32][NH:33][C:34]3([C:40]([O:42][CH3:43])=[O:41])[CH2:35][CH2:36][N:37]([CH2:6][C@H:7]4[N:18]5[C:19]6[C:10](=[C:11]([F:21])[CH:12]=[N:13][C:14]=6[CH:15]=[CH:16][C:17]5=[O:20])[O:9][CH2:8]4)[CH2:38][CH2:39]3)[N:28]=[CH:27][C:26]=2[O:25][CH2:24][CH2:23]1, predict the reactants needed to synthesize it. The reactants are: CS(O[CH2:6][C@H:7]1[N:18]2[C:19]3[C:10](=[C:11]([F:21])[CH:12]=[N:13][C:14]=3[CH:15]=[CH:16][C:17]2=[O:20])[O:9][CH2:8]1)(=O)=O.[O:22]1[C:31]2[CH:30]=[C:29]([CH2:32][NH:33][C:34]3([C:40]([O:42][CH3:43])=[O:41])[CH2:39][CH2:38][NH:37][CH2:36][CH2:35]3)[N:28]=[CH:27][C:26]=2[O:25][CH2:24][CH2:23]1.N1C=CC=CC=1.